This data is from Peptide-MHC class I binding affinity with 185,985 pairs from IEDB/IMGT. The task is: Regression. Given a peptide amino acid sequence and an MHC pseudo amino acid sequence, predict their binding affinity value. This is MHC class I binding data. The binding affinity (normalized) is 0.0847. The peptide sequence is REVFDYLLP. The MHC is HLA-A02:01 with pseudo-sequence HLA-A02:01.